From a dataset of NCI-60 drug combinations with 297,098 pairs across 59 cell lines. Regression. Given two drug SMILES strings and cell line genomic features, predict the synergy score measuring deviation from expected non-interaction effect. (1) Drug 1: CNC(=O)C1=CC=CC=C1SC2=CC3=C(C=C2)C(=NN3)C=CC4=CC=CC=N4. Drug 2: B(C(CC(C)C)NC(=O)C(CC1=CC=CC=C1)NC(=O)C2=NC=CN=C2)(O)O. Cell line: BT-549. Synergy scores: CSS=7.51, Synergy_ZIP=0.344, Synergy_Bliss=2.73, Synergy_Loewe=-6.91, Synergy_HSA=0.931. (2) Drug 1: CN1CCC(CC1)COC2=C(C=C3C(=C2)N=CN=C3NC4=C(C=C(C=C4)Br)F)OC. Drug 2: C1CCN(CC1)CCOC2=CC=C(C=C2)C(=O)C3=C(SC4=C3C=CC(=C4)O)C5=CC=C(C=C5)O. Cell line: SR. Synergy scores: CSS=3.94, Synergy_ZIP=3.50, Synergy_Bliss=3.39, Synergy_Loewe=4.33, Synergy_HSA=1.99. (3) Drug 1: CC12CCC3C(C1CCC2=O)CC(=C)C4=CC(=O)C=CC34C. Drug 2: CC1=C(C=C(C=C1)NC(=O)C2=CC=C(C=C2)CN3CCN(CC3)C)NC4=NC=CC(=N4)C5=CN=CC=C5. Cell line: SK-MEL-5. Synergy scores: CSS=3.57, Synergy_ZIP=-2.64, Synergy_Bliss=-13.4, Synergy_Loewe=-12.0, Synergy_HSA=-11.7. (4) Drug 1: C1CC(=O)NC(=O)C1N2CC3=C(C2=O)C=CC=C3N. Drug 2: CCC1(CC2CC(C3=C(CCN(C2)C1)C4=CC=CC=C4N3)(C5=C(C=C6C(=C5)C78CCN9C7C(C=CC9)(C(C(C8N6C=O)(C(=O)OC)O)OC(=O)C)CC)OC)C(=O)OC)O.OS(=O)(=O)O. Cell line: SR. Synergy scores: CSS=70.0, Synergy_ZIP=-3.66, Synergy_Bliss=-3.48, Synergy_Loewe=1.62, Synergy_HSA=2.77. (5) Synergy scores: CSS=19.4, Synergy_ZIP=1.20, Synergy_Bliss=0.0370, Synergy_Loewe=-30.3, Synergy_HSA=-0.826. Cell line: SW-620. Drug 1: CC1C(C(CC(O1)OC2CC(CC3=C2C(=C4C(=C3O)C(=O)C5=C(C4=O)C(=CC=C5)OC)O)(C(=O)C)O)N)O.Cl. Drug 2: CC12CCC3C(C1CCC2O)C(CC4=C3C=CC(=C4)O)CCCCCCCCCS(=O)CCCC(C(F)(F)F)(F)F. (6) Drug 1: C1CN1P(=S)(N2CC2)N3CC3. Drug 2: CN(CCCl)CCCl.Cl. Cell line: A549. Synergy scores: CSS=38.2, Synergy_ZIP=-9.34, Synergy_Bliss=-3.44, Synergy_Loewe=-19.9, Synergy_HSA=-1.08. (7) Drug 1: CC12CCC(CC1=CCC3C2CCC4(C3CC=C4C5=CN=CC=C5)C)O. Drug 2: CCN(CC)CCNC(=O)C1=C(NC(=C1C)C=C2C3=C(C=CC(=C3)F)NC2=O)C. Cell line: DU-145. Synergy scores: CSS=-5.91, Synergy_ZIP=1.03, Synergy_Bliss=-2.76, Synergy_Loewe=-5.35, Synergy_HSA=-5.14. (8) Synergy scores: CSS=40.4, Synergy_ZIP=-0.560, Synergy_Bliss=-1.03, Synergy_Loewe=-26.9, Synergy_HSA=0.381. Drug 1: C1=NNC2=C1C(=O)NC=N2. Cell line: HS 578T. Drug 2: CC1C(C(CC(O1)OC2CC(CC3=C2C(=C4C(=C3O)C(=O)C5=C(C4=O)C(=CC=C5)OC)O)(C(=O)CO)O)N)O.Cl. (9) Drug 1: CC(C1=C(C=CC(=C1Cl)F)Cl)OC2=C(N=CC(=C2)C3=CN(N=C3)C4CCNCC4)N. Drug 2: CCC1=C2CN3C(=CC4=C(C3=O)COC(=O)C4(CC)O)C2=NC5=C1C=C(C=C5)O. Cell line: OVCAR-4. Synergy scores: CSS=0.454, Synergy_ZIP=-1.38, Synergy_Bliss=-5.02, Synergy_Loewe=-11.7, Synergy_HSA=-6.38.